From a dataset of Full USPTO retrosynthesis dataset with 1.9M reactions from patents (1976-2016). Predict the reactants needed to synthesize the given product. (1) Given the product [CH:22]([C:19]1[CH:20]=[CH:21][C:15]2[N+:14]([O-:25])=[N:13][C:12]([NH:7][CH2:6][CH2:5][N:4]([CH2:8][CH2:9][CH3:10])[CH2:1][CH2:2][CH3:3])=[N:17][C:16]=2[CH:18]=1)([CH3:24])[CH3:23], predict the reactants needed to synthesize it. The reactants are: [CH2:1]([N:4]([CH2:8][CH2:9][CH3:10])[CH2:5][CH2:6][NH2:7])[CH2:2][CH3:3].Cl[C:12]1[N:13]=[N+:14]([O-:25])[C:15]2[CH:21]=[CH:20][C:19]([CH:22]([CH3:24])[CH3:23])=[CH:18][C:16]=2[N:17]=1. (2) Given the product [CH3:1][C@@H:2]([CH2:9][CH3:10])[CH2:3][C:4]1[S:5][C:6]([Sn:17]([CH3:19])([CH3:18])[CH3:16])=[CH:7][CH:8]=1, predict the reactants needed to synthesize it. The reactants are: [CH3:1][C@@H:2]([CH2:9][CH3:10])[CH2:3][C:4]1[S:5][CH:6]=[CH:7][CH:8]=1.[Li]CCCC.[CH3:16][Sn:17](Cl)([CH3:19])[CH3:18]. (3) Given the product [CH3:1][Si:2]([CH3:17])([CH3:16])[CH2:3][CH2:4][O:5][CH2:6][O:7][CH2:8][C:9]1[N:10]=[C:11]([CH:14]=[N:18][OH:19])[S:12][CH:13]=1, predict the reactants needed to synthesize it. The reactants are: [CH3:1][Si:2]([CH3:17])([CH3:16])[CH2:3][CH2:4][O:5][CH2:6][O:7][CH2:8][C:9]1[N:10]=[C:11]([CH:14]=O)[S:12][CH:13]=1.[NH2:18][OH:19].Cl.C([O-])([O-])=O.[Na+].[Na+].